Dataset: Forward reaction prediction with 1.9M reactions from USPTO patents (1976-2016). Task: Predict the product of the given reaction. (1) Given the reactants [OH:1][C@@:2]1([C:9]#[C:10][C:11]2[CH:12]=[C:13]([C:17]3[CH:22]=[C:21]([C:23]4[N:27]([CH3:28])[N:26]=[CH:25][CH:24]=4)[N:20]=[C:19]([C:29]([O:31]C)=O)[N:18]=3)[CH:14]=[CH:15][CH:16]=2)[CH2:6][CH2:5][N:4]([CH3:7])[C:3]1=[O:8].[NH3:33], predict the reaction product. The product is: [OH:1][C@@:2]1([C:9]#[C:10][C:11]2[CH:12]=[C:13]([C:17]3[CH:22]=[C:21]([C:23]4[N:27]([CH3:28])[N:26]=[CH:25][CH:24]=4)[N:20]=[C:19]([C:29]([NH2:33])=[O:31])[N:18]=3)[CH:14]=[CH:15][CH:16]=2)[CH2:6][CH2:5][N:4]([CH3:7])[C:3]1=[O:8]. (2) Given the reactants C([O:4][C:5]1[CH:10]=[C:9]([O:11][CH3:12])[CH:8]=[CH:7][C:6]=1[O:13][CH2:14][CH:15]1[CH2:17][O:16]1)(=O)C.[OH-].[K+], predict the reaction product. The product is: [CH3:12][O:11][C:9]1[CH:8]=[CH:7][C:6]2[O:13][CH2:14][CH:15]([CH2:17][OH:16])[O:4][C:5]=2[CH:10]=1. (3) Given the reactants [C:1]([O:5][C:6](=[O:24])[CH2:7][C@@:8]1([CH2:15][NH:16][C:17]([O:19][C:20]([CH3:23])([CH3:22])[CH3:21])=[O:18])[CH2:14][C@@H:13]2[C@H:9]1[CH:10]=[CH:11][CH2:12]2)([CH3:4])([CH3:3])[CH3:2].[CH2:25](C1[CH2:25][C@@H:26]2[C@H:28](C=1)[C@@](CC(O[C:26]([CH3:28])([CH3:27])[CH3:25])=O)(C[N+]([O-])=O)[CH2:27]2)[CH:26]([CH3:28])[CH3:27], predict the reaction product. The product is: [C:20]([O:19][C:17]([NH:16][CH2:15][C@@:8]1([CH2:7][C:6]([O:5][C:1]([CH3:4])([CH3:3])[CH3:2])=[O:24])[CH2:14][C@H:13]2[C@@H:9]1[CH:10]=[C:11]([CH2:25][CH:26]([CH3:28])[CH3:27])[CH2:12]2)=[O:18])([CH3:23])([CH3:22])[CH3:21]. (4) Given the reactants [CH2:1]([CH:3]([O:6][C:7]1[CH:16]=[CH:15][C:14]([N+:17]([O-])=O)=[CH:13][C:8]=1[C:9]([O:11][CH3:12])=[O:10])[CH2:4][CH3:5])[CH3:2], predict the reaction product. The product is: [NH2:17][C:14]1[CH:15]=[CH:16][C:7]([O:6][CH:3]([CH2:4][CH3:5])[CH2:1][CH3:2])=[C:8]([CH:13]=1)[C:9]([O:11][CH3:12])=[O:10].